Dataset: Catalyst prediction with 721,799 reactions and 888 catalyst types from USPTO. Task: Predict which catalyst facilitates the given reaction. (1) Reactant: [NH:1]1[C:9]2[C:4](=[CH:5][C:6]([NH:10][C:11](=[O:24])[CH:12]([N:18]3[CH2:23][CH2:22]C[CH2:20][CH2:19]3)[C:13]3[S:14][CH:15]=[CH:16][CH:17]=3)=[CH:7][CH:8]=2)[CH:3]=[N:2]1.C([O-])([O-])=O.[K+].[K+].[I:31]I. Product: [I:31][C:3]1[C:4]2[C:9](=[CH:8][CH:7]=[C:6]([NH:10][C:11](=[O:24])[CH:12]([N:18]3[CH2:19][CH2:20][CH2:22][CH2:23]3)[C:13]3[S:14][CH:15]=[CH:16][CH:17]=3)[CH:5]=2)[NH:1][N:2]=1. The catalyst class is: 3. (2) Reactant: [C:1]([O:5][C:6]([N:8]1[C:16]2[CH2:15][CH2:14][N:13]([C:17]([O:19][C:20]([CH3:23])([CH3:22])[CH3:21])=[O:18])[CH2:12][C:11]=2[CH:10]=[C:9]1[CH2:24][O:25][Si](C(C)(C)C)(C1C=CC=CC=1)C1C=CC=CC=1)=[O:7])([CH3:4])([CH3:3])[CH3:2].F.C(OCC)(=O)C. Product: [C:1]([O:5][C:6]([N:8]1[C:16]2[CH2:15][CH2:14][N:13]([C:17]([O:19][C:20]([CH3:23])([CH3:22])[CH3:21])=[O:18])[CH2:12][C:11]=2[CH:10]=[C:9]1[CH2:24][OH:25])=[O:7])([CH3:4])([CH3:2])[CH3:3]. The catalyst class is: 17. (3) Reactant: [CH3:1][O:2][C:3]1[CH:4]=[C:5]2[C:10](=[CH:11][C:12]=1[O:13][CH3:14])[N:9]=[CH:8][CH:7]=[C:6]2[O:15][C:16]1[CH:22]=[CH:21][C:19]([NH2:20])=[CH:18][CH:17]=1.Cl[C:24](Cl)([O:26]C(=O)OC(Cl)(Cl)Cl)Cl.[OH:35][CH:36]([C:39]1[CH:44]=[CH:43][CH:42]=[CH:41][CH:40]=1)[C:37]#[N:38].C(=O)(O)[O-].[Na+]. Product: [CH3:1][O:2][C:3]1[CH:4]=[C:5]2[C:10](=[CH:11][C:12]=1[O:13][CH3:14])[N:9]=[CH:8][CH:7]=[C:6]2[O:15][C:16]1[CH:22]=[CH:21][C:19]([NH:20][C:24](=[O:26])[O:35][CH:36]([C:37]#[N:38])[C:39]2[CH:44]=[CH:43][CH:42]=[CH:41][CH:40]=2)=[CH:18][CH:17]=1. The catalyst class is: 208. (4) Reactant: [C:1]([O:5][C:6]([N:8]1[CH2:14][CH2:13][C:12]2[CH:15]=[CH:16][C:17]([NH2:19])=[CH:18][C:11]=2[CH2:10][CH2:9]1)=[O:7])([CH3:4])([CH3:3])[CH3:2].[I:20][C:21]1[CH:26]=[CH:25][C:24]([S:27](Cl)(=[O:29])=[O:28])=[CH:23][CH:22]=1. Product: [C:1]([O:5][C:6]([N:8]1[CH2:14][CH2:13][C:12]2[CH:15]=[CH:16][C:17]([NH:19][S:27]([C:24]3[CH:25]=[CH:26][C:21]([I:20])=[CH:22][CH:23]=3)(=[O:29])=[O:28])=[CH:18][C:11]=2[CH2:10][CH2:9]1)=[O:7])([CH3:4])([CH3:2])[CH3:3]. The catalyst class is: 529. (5) Reactant: [CH3:1][O:2][C:3]1[CH:4]=[C:5]([CH:8]=[CH:9][C:10]=1[C:11]1[CH:16]=[CH:15][CH:14]=[CH:13][N:12]=1)[C:6]#N.[H-].[OH2:18]. Product: [CH3:1][O:2][C:3]1[CH:4]=[C:5]([CH:8]=[CH:9][C:10]=1[C:11]1[CH:16]=[CH:15][CH:14]=[CH:13][N:12]=1)[CH:6]=[O:18]. The catalyst class is: 2. (6) Reactant: [H-].[Na+].[CH3:3][O:4][C:5]1[CH:14]=[C:13]2[C:8]([CH2:9][CH2:10][CH:11]([C:16]([O:18][CH3:19])=[O:17])[C:12]2=[O:15])=[CH:7][CH:6]=1.[CH3:20]I. Product: [CH3:3][O:4][C:5]1[CH:14]=[C:13]2[C:8]([CH2:9][CH2:10][C:11]([CH3:20])([C:16]([O:18][CH3:19])=[O:17])[C:12]2=[O:15])=[CH:7][CH:6]=1. The catalyst class is: 1. (7) Reactant: [CH3:1][O:2][C:3]1[CH:4]=[C:5]([CH:8]=[C:9]([O:11][CH3:12])[CH:10]=1)[CH:6]=[O:7].[Br:13]Br. Product: [Br:13][C:8]1[C:9]([O:11][CH3:12])=[CH:10][C:3]([O:2][CH3:1])=[CH:4][C:5]=1[CH:6]=[O:7]. The catalyst class is: 15. (8) Reactant: [O:1]1[CH2:6][CH2:5][N:4]([CH2:7][C:8]([NH:10][C@@H:11]([CH3:22])[C:12]([O:14]CC2C=CC=CC=2)=[O:13])=[O:9])[CH2:3][CH2:2]1. Product: [O:1]1[CH2:6][CH2:5][N:4]([CH2:7][C:8]([NH:10][C@@H:11]([CH3:22])[C:12]([OH:14])=[O:13])=[O:9])[CH2:3][CH2:2]1. The catalyst class is: 19.